Dataset: Full USPTO retrosynthesis dataset with 1.9M reactions from patents (1976-2016). Task: Predict the reactants needed to synthesize the given product. (1) Given the product [Cl:18][C:19]1[CH:24]=[C:23]([Cl:25])[CH:22]=[CH:21][C:20]=1[O:26][C:2]1[CH:7]=[C:6]([O:8][CH2:9][C:10]#[CH:11])[N:5]=[CH:4][N:3]=1, predict the reactants needed to synthesize it. The reactants are: Cl[C:2]1[CH:7]=[C:6]([O:8][CH2:9][C:10]#[CH:11])[N:5]=[CH:4][N:3]=1.C(=O)([O-])[O-].[K+].[K+].[Cl:18][C:19]1[CH:24]=[C:23]([Cl:25])[CH:22]=[CH:21][C:20]=1[OH:26].[Cl-].[NH4+]. (2) The reactants are: [CH3:1][C:2]1([CH3:30])[S:7][CH2:6][CH2:5][N:4]([S:8]([C:11]2[CH:16]=[CH:15][C:14]([O:17][CH2:18][CH:19]=[C:20]=[CH:21][CH3:22])=[CH:13][CH:12]=2)(=[O:10])=[O:9])[C@H:3]1[C:23]([O:25]C(C)(C)C)=[O:24].FC(F)(F)C(O)=O. Given the product [CH3:30][C:2]1([CH3:1])[S:7][CH2:6][CH2:5][N:4]([S:8]([C:11]2[CH:12]=[CH:13][C:14]([O:17][CH2:18][CH:19]=[C:20]=[CH:21][CH3:22])=[CH:15][CH:16]=2)(=[O:9])=[O:10])[C@H:3]1[C:23]([OH:25])=[O:24], predict the reactants needed to synthesize it. (3) Given the product [Cl:1][C:2]1[CH:33]=[CH:32][CH:31]=[C:30]([C:34]([F:37])([F:36])[F:35])[C:3]=1[C:4]([N:6]1[C:14]2[C:9](=[CH:10][CH:11]=[C:12]([N:15]3[CH2:16][CH:17]([OH:19])[CH2:18]3)[CH:13]=2)[C:8]([C:20]2[CH:21]=[CH:22][C:23]([C:24]([OH:26])=[O:25])=[CH:28][CH:29]=2)=[N:7]1)=[O:5], predict the reactants needed to synthesize it. The reactants are: [Cl:1][C:2]1[CH:33]=[CH:32][CH:31]=[C:30]([C:34]([F:37])([F:36])[F:35])[C:3]=1[C:4]([N:6]1[C:14]2[C:9](=[CH:10][CH:11]=[C:12]([N:15]3[CH2:18][CH:17]([OH:19])[CH2:16]3)[CH:13]=2)[C:8]([C:20]2[CH:29]=[CH:28][C:23]([C:24]([O:26]C)=[O:25])=[CH:22][CH:21]=2)=[N:7]1)=[O:5].O[Li].O.Cl. (4) Given the product [C:4]([O:8][C:9](=[O:20])[NH:10][CH2:11][C:12]1[CH:17]=[C:16]([F:18])[CH:15]=[CH:14][C:13]=1[NH:19][C:14]1[CH:13]=[C:12]2[C:26](=[CH:27][CH:15]=1)[N:23]([CH2:24][CH:25]1[CH2:6][CH2:4][CH2:5]1)[N:10]=[CH:11]2)([CH3:7])([CH3:5])[CH3:6], predict the reactants needed to synthesize it. The reactants are: B(O)O.[C:4]([O:8][C:9](=[O:20])[NH:10][CH2:11][C:12]1[CH:17]=[C:16]([F:18])[CH:15]=[CH:14][C:13]=1[NH2:19])([CH3:7])([CH3:6])[CH3:5].CC[N:23]([CH2:26][CH3:27])[CH2:24][CH3:25].